This data is from Reaction yield outcomes from USPTO patents with 853,638 reactions. The task is: Predict the reaction yield, written as a fraction of the theoretical maximum amount of product (1.0 means a 100% yield; for example, 0.34 means a 34% yield). (1) The reactants are Cl.[CH3:2][O:3][CH2:4][C:5](=[NH:7])[NH2:6].C[O-].[Na+].[C:11]([C:13]1[CH:18]=[CH:17][CH:16]=[CH:15][C:14]=1[C:19]1[CH:24]=[CH:23][C:22]([CH2:25][CH:26]([C:31](=O)[CH2:32][CH2:33][CH2:34][CH3:35])[C:27](OC)=[O:28])=[CH:21][CH:20]=1)#[N:12]. The catalyst is CO.O1CCOCC1. The product is [CH2:32]([C:31]1[N:7]=[C:5]([CH2:4][O:3][CH3:2])[NH:6][C:27](=[O:28])[C:26]=1[CH2:25][C:22]1[CH:21]=[CH:20][C:19]([C:14]2[C:13]([C:11]#[N:12])=[CH:18][CH:17]=[CH:16][CH:15]=2)=[CH:24][CH:23]=1)[CH2:33][CH2:34][CH3:35]. The yield is 0.710. (2) The reactants are [CH3:1][O:2][C:3](=[O:21])[C:4]1[CH:9]=[C:8](C#C[Si](C)(C)C)[C:7]([NH:16][C:17](=O)[CH3:18])=[CH:6][C:5]=1[Cl:20].[F-].C([N+](CCCC)(CCCC)CCCC)CCC. The catalyst is C1COCC1. The product is [Cl:20][C:5]1[CH:6]=[C:7]2[C:8]([CH:18]=[CH:17][NH:16]2)=[CH:9][C:4]=1[C:3]([O:2][CH3:1])=[O:21]. The yield is 0.860. (3) The reactants are [CH3:1][O:2][C:3](=[O:16])[C:4]1[CH:9]=[C:8]([N+:10]([O-:12])=[O:11])[C:7]([NH2:13])=[C:6]([F:14])[C:5]=1F.[NH2:17][C:18]1[C:19]([CH3:24])=[CH:20][CH:21]=[CH:22][CH:23]=1. The catalyst is C(OCC)C. The product is [CH3:1][O:2][C:3](=[O:16])[C:4]1[CH:9]=[C:8]([N+:10]([O-:12])=[O:11])[C:7]([NH2:13])=[C:6]([F:14])[C:5]=1[NH:17][C:18]1[CH:23]=[CH:22][CH:21]=[CH:20][C:19]=1[CH3:24]. The yield is 0.680. (4) The reactants are F[C:2](F)(F)[CH:3]([N:7]1[CH:11]=[C:10]([C:12]2[C:13]3[CH:20]=[CH:19][N:18]([CH2:21][O:22][CH2:23][CH2:24][Si:25]([CH3:28])([CH3:27])[CH3:26])[C:14]=3[N:15]=[CH:16][N:17]=2)[CH:9]=[N:8]1)[CH2:4][C:5]#[N:6].[CH:31](O)(C)[CH3:32]. No catalyst specified. The product is [CH:2]1([C@H:3]([N:7]2[CH:11]=[C:10]([C:12]3[C:13]4[CH:20]=[CH:19][N:18]([CH2:21][O:22][CH2:23][CH2:24][Si:25]([CH3:28])([CH3:27])[CH3:26])[C:14]=4[N:15]=[CH:16][N:17]=3)[CH:9]=[N:8]2)[CH2:4][C:5]#[N:6])[CH2:32][CH2:31]1. The yield is 0.940. (5) The reactants are [CH3:1][C:2]1[N:3]=[CH:4][S:5][C:6]=1[CH2:7][CH2:8][OH:9].C(N(CC)CC)C.[CH3:17][S:18](Cl)(=[O:20])=[O:19]. The catalyst is ClCCl. The product is [CH3:17][S:18]([O:9][CH2:8][CH2:7][C:6]1[S:5][CH:4]=[N:3][C:2]=1[CH3:1])(=[O:20])=[O:19]. The yield is 0.670. (6) The reactants are [C:1]1(=[O:11])[NH:5][C:4](=[O:6])[C:3]2=[CH:7][CH:8]=[CH:9][CH:10]=[C:2]12.O.[NH2:13]N.O. The catalyst is C(O)C. The product is [NH2:13][N:5]1[C:1](=[O:11])[C:2]2=[CH:10][CH:9]=[CH:8][CH:7]=[C:3]2[C:4]1=[O:6]. The yield is 0.420. (7) The reactants are [CH:1]1([N:6]2[C:14]3[CH:13]=[C:12]([C:15]4[CH:20]=[CH:19][C:18]([OH:21])=[CH:17][CH:16]=4)[CH:11]=[C:10]([C:22]([O:24][CH3:25])=[O:23])[C:9]=3[CH:8]=[N:7]2)[CH2:5][CH2:4][CH2:3][CH2:2]1.Br[CH2:27][CH2:28][CH2:29][OH:30].C([O-])([O-])=O.[K+].[K+].O. The catalyst is CN(C=O)C. The product is [CH:1]1([N:6]2[C:14]3[CH:13]=[C:12]([C:15]4[CH:20]=[CH:19][C:18]([O:21][CH2:27][CH2:28][CH2:29][OH:30])=[CH:17][CH:16]=4)[CH:11]=[C:10]([C:22]([O:24][CH3:25])=[O:23])[C:9]=3[CH:8]=[N:7]2)[CH2:2][CH2:3][CH2:4][CH2:5]1. The yield is 0.682. (8) The reactants are Cl.[C@H:2]12[CH2:8][C@H:5]([NH:6][CH2:7]1)[CH2:4][N:3]2[CH2:9][C:10]1[CH:25]=[CH:24][C:13]([O:14][C:15]2[S:16][C:17]3[CH:23]=[CH:22][CH:21]=[CH:20][C:18]=3[N:19]=2)=[CH:12][CH:11]=1.[C:26](O)(=[O:29])[CH2:27][OH:28].Cl.CN(C)CCCN=C=NCC.CCN(CC)CC. The catalyst is C(Cl)Cl. The product is [S:16]1[C:17]2[CH:23]=[CH:22][CH:21]=[CH:20][C:18]=2[N:19]=[C:15]1[O:14][C:13]1[CH:12]=[CH:11][C:10]([CH2:9][N:3]2[CH2:4][C@@H:5]3[CH2:8][C@H:2]2[CH2:7][N:6]3[C:27](=[O:28])[CH2:26][OH:29])=[CH:25][CH:24]=1. The yield is 0.550. (9) The reactants are [CH3:1][S:2]([N:5]([C:10]1[CH:11]=[CH:12][C:13]([C:16]([N:18]2[CH2:22][C@@H:21]3[CH2:23][N:24]([C:26]([O:28][CH2:29][C:30]4[CH:35]=[C:34]([Cl:36])[CH:33]=[C:32]([Cl:37])[CH:31]=4)=[O:27])[CH2:25][C@@H:20]3[CH2:19]2)=[O:17])=[N:14][CH:15]=1)S(C)(=O)=O)(=[O:4])=[O:3].[OH-].[Na+]. The catalyst is O1CCCC1. The product is [CH3:1][S:2]([NH:5][C:10]1[CH:11]=[CH:12][C:13]([C:16]([N:18]2[CH2:19][C@@H:20]3[CH2:25][N:24]([C:26]([O:28][CH2:29][C:30]4[CH:31]=[C:32]([Cl:37])[CH:33]=[C:34]([Cl:36])[CH:35]=4)=[O:27])[CH2:23][C@@H:21]3[CH2:22]2)=[O:17])=[N:14][CH:15]=1)(=[O:4])=[O:3]. The yield is 0.930. (10) The reactants are C([O:3][CH:4]1[CH2:9][CH2:8][CH2:7][N:6]([C:10]2[N:11]=[C:12]3[CH:29]=[C:28](/[CH:30]=[CH:31]/[C:32]4[S:33][CH:34]=[C:35]([CH:37]([CH3:39])[CH3:38])[N:36]=4)[CH:27]=[CH:26][N:13]3[C:14](=[O:25])[C:15]=2/[CH:16]=[CH:17]/[C:18]([O:20][C:21]([CH3:24])([CH3:23])[CH3:22])=[O:19])[CH2:5]1)=O.[OH-].[Na+].Cl. The catalyst is CO. The product is [OH:3][CH:4]1[CH2:9][CH2:8][CH2:7][N:6]([C:10]2[N:11]=[C:12]3[CH:29]=[C:28](/[CH:30]=[CH:31]/[C:32]4[S:33][CH:34]=[C:35]([CH:37]([CH3:39])[CH3:38])[N:36]=4)[CH:27]=[CH:26][N:13]3[C:14](=[O:25])[C:15]=2/[CH:16]=[CH:17]/[C:18]([O:20][C:21]([CH3:22])([CH3:23])[CH3:24])=[O:19])[CH2:5]1. The yield is 1.00.